Dataset: Forward reaction prediction with 1.9M reactions from USPTO patents (1976-2016). Task: Predict the product of the given reaction. (1) Given the reactants [F:1][C@H:2]1[C@H:7]([O:8]S(C)(=O)=O)[CH2:6][CH2:5][N:4]([C:13]([O:15][C:16]([CH3:19])([CH3:18])[CH3:17])=[O:14])[CH2:3]1.[F:20][C:21]1[CH:22]=[CH:23][C:24]2[N:25]([C:27]([C:30]3[CH:39]=[CH:38][C:37]4[C:32](=[C:33](O)[CH:34]=[CH:35][CH:36]=4)[N:31]=3)=[N:28][N:29]=2)[CH:26]=1.C([O-])([O-])=O.[Cs+].[Cs+].CC(N(C)C)=O, predict the reaction product. The product is: [F:1][C@H:2]1[C@@H:7]([O:8][C:33]2[CH:34]=[CH:35][CH:36]=[C:37]3[C:32]=2[N:31]=[C:30]([C:27]2[N:25]4[CH:26]=[C:21]([F:20])[CH:22]=[CH:23][C:24]4=[N:29][N:28]=2)[CH:39]=[CH:38]3)[CH2:6][CH2:5][N:4]([C:13]([O:15][C:16]([CH3:19])([CH3:18])[CH3:17])=[O:14])[CH2:3]1. (2) Given the reactants Br[C:2]1[CH:11]=[C:10]2[C:5]([C:6]([O:13][C:14]3[CH:19]=[CH:18][CH:17]=[CH:16][CH:15]=3)=[CH:7][C:8](=[O:12])[NH:9]2)=[CH:4][CH:3]=1.[CH3:20][N:21]1[CH:25]=[C:24](B2OC(C)(C)C(C)(C)O2)[CH:23]=[N:22]1.C(=O)([O-])[O-].[Cs+].[Cs+], predict the reaction product. The product is: [CH3:20][N:21]1[CH:25]=[C:24]([C:2]2[CH:11]=[C:10]3[C:5]([C:6]([O:13][C:14]4[CH:19]=[CH:18][CH:17]=[CH:16][CH:15]=4)=[CH:7][C:8](=[O:12])[NH:9]3)=[CH:4][CH:3]=2)[CH:23]=[N:22]1. (3) The product is: [CH2:7]([N:4]1[CH2:5][CH2:6][C@H:2]([OH:1])[CH2:3]1)[CH2:8][CH3:9]. Given the reactants [OH:1][C@H:2]1[CH2:6][CH2:5][N:4]([C:7](=O)[CH2:8][CH3:9])[CH2:3]1.[H-].[H-].[H-].[H-].[Li+].[Al+3].O.[OH-].[Na+], predict the reaction product. (4) Given the reactants [CH2:1]([O:3][C:4]([C:6]1[O:7][C:8]2[CH:15]=[CH:14][CH:13]=[C:12]([C:16]#[C:17][CH2:18][O:19][CH3:20])[C:9]=2[C:10]=1[CH3:11])=[O:5])[CH3:2], predict the reaction product. The product is: [CH2:1]([O:3][C:4]([C:6]1[O:7][C:8]2[CH:15]=[CH:14][CH:13]=[C:12]([CH2:16][CH2:17][CH2:18][O:19][CH3:20])[C:9]=2[C:10]=1[CH3:11])=[O:5])[CH3:2]. (5) Given the reactants [CH2:1]([N:3]([CH:10]([CH2:16][C:17]1[CH:22]=[CH:21][C:20]([O:23][CH2:24][CH2:25][NH:26][C:27](=[O:40])[C:28]2[CH:33]=[CH:32][C:31]([C:34]3[CH:39]=[CH:38][CH:37]=[CH:36][N:35]=3)=[CH:30][CH:29]=2)=[CH:19][CH:18]=1)[C:11]([O:13]CC)=[O:12])[C:4]1[CH:9]=[CH:8][CH:7]=[CH:6][CH:5]=1)[CH3:2].[OH-].[Na+], predict the reaction product. The product is: [CH2:1]([N:3]([CH:10]([CH2:16][C:17]1[CH:22]=[CH:21][C:20]([O:23][CH2:24][CH2:25][NH:26][C:27](=[O:40])[C:28]2[CH:29]=[CH:30][C:31]([C:34]3[CH:39]=[CH:38][CH:37]=[CH:36][N:35]=3)=[CH:32][CH:33]=2)=[CH:19][CH:18]=1)[C:11]([OH:13])=[O:12])[C:4]1[CH:9]=[CH:8][CH:7]=[CH:6][CH:5]=1)[CH3:2]. (6) Given the reactants C([O-])([O-])=O.[K+].[K+].[OH:7][C:8]1[CH:13]=[CH:12][C:11]([CH2:14][CH2:15][CH:16]([CH2:21][CH2:22][CH2:23][C:24]2[CH:29]=[CH:28][CH:27]=[CH:26][CH:25]=2)[C:17]([O:19][CH3:20])=[O:18])=[CH:10][CH:9]=1.[CH:30]1[CH:35]=[CH:34][C:33]([CH2:36]Br)=[CH:32][CH:31]=1.O, predict the reaction product. The product is: [CH2:36]([O:7][C:8]1[CH:9]=[CH:10][C:11]([CH2:14][CH2:15][CH:16]([CH2:21][CH2:22][CH2:23][C:24]2[CH:25]=[CH:26][CH:27]=[CH:28][CH:29]=2)[C:17]([O:19][CH3:20])=[O:18])=[CH:12][CH:13]=1)[C:33]1[CH:34]=[CH:35][CH:30]=[CH:31][CH:32]=1. (7) Given the reactants [NH2:1][C:2]1[CH:3]=[N:4][C:5]2[C:10]([C:11]=1[NH:12][NH:13][C:14]([O:16][C:17]([CH3:20])([CH3:19])[CH3:18])=[O:15])=[CH:9][CH:8]=[CH:7][CH:6]=2.[CH:21](OCC)(OCC)OCC.Cl.N1C=CC=CC=1, predict the reaction product. The product is: [N:12]1([NH:13][C:14](=[O:15])[O:16][C:17]([CH3:20])([CH3:19])[CH3:18])[C:11]2[C:10]3[CH:9]=[CH:8][CH:7]=[CH:6][C:5]=3[N:4]=[CH:3][C:2]=2[N:1]=[CH:21]1.